From a dataset of Experimentally validated miRNA-target interactions with 360,000+ pairs, plus equal number of negative samples. Binary Classification. Given a miRNA mature sequence and a target amino acid sequence, predict their likelihood of interaction. (1) The miRNA is mmu-miR-338-5p with sequence AACAAUAUCCUGGUGCUGAGUG. The protein sequence of the target gene is MASQPSSLKKKEEKGRNIQVVVRCRPFNLAERKANAHSVVECDHARKEVSVRTAGLTDKTSKKTYTFDMVFGASTKQIDVYRSVVCPILDEVIMGYNCTIFAYGQTGTGKTFTMEGERSPNEVYTWEEDPLAGIIPRTLHQIFEKLTDNGTEFSVKVSLLEIYNEELFDLLSPSSDVSERLQMFDDPRNKRGVIIKGLEEITVHNKDEVYQILEKGAAKRTTAATLMNAYSSRSHSVFSVTIHMKETTIDGEELVKIGKLNLVDLAGSENIGRSGAVDKRAREAGNINQSLLTLGRVITA.... Result: 0 (no interaction). (2) The protein sequence of the target gene is MAPAGCCCCCCFWGGAVAAAGAARRVLLLLLLGVLSAGLRPGALATEHYSPLSLLKQELQHRQQQEAPAGGGGCSPQSGDWGDQYSAECGESSFLNFHDSDCEPKGSSPCDSLLSLNTEKILSQAKSIAEQKRFPFATDNDSTNEELAIAYVLIGSGLYDEAIRHFSTMLQEEPDLVSAIYGRGIAYGKKGLHDIKNAELALFELSRVITLEPDRPEVFEQRAEILSPLGRINEAVNDLTKAIQLQPSARLYRHRGTLYFISEDYATAHEDFQQSLELNKNQPIAMLYKGLTFFHRGLLK.... The miRNA is hsa-miR-548i with sequence AAAAGUAAUUGCGGAUUUUGCC. Result: 1 (interaction).